From a dataset of Full USPTO retrosynthesis dataset with 1.9M reactions from patents (1976-2016). Predict the reactants needed to synthesize the given product. (1) Given the product [CH3:38][O:37][C:35](=[O:36])[CH2:34][O:8][C:7]1[CH:6]=[CH:5][C:4]([C:9]2[CH:10]=[CH:11][C:12]([CH2:15][N:16]([C:17]([C:19]3[C:23]4[CH:24]=[CH:25][CH:26]=[CH:27][C:22]=4[O:21][C:20]=3[CH2:28][CH2:29][CH2:30][CH3:31])=[O:18])[CH3:32])=[CH:13][CH:14]=2)=[CH:3][C:2]=1[Br:1], predict the reactants needed to synthesize it. The reactants are: [Br:1][C:2]1[CH:3]=[C:4]([C:9]2[CH:14]=[CH:13][C:12]([CH2:15][N:16]([CH3:32])[C:17]([C:19]3[C:23]4[CH:24]=[CH:25][CH:26]=[CH:27][C:22]=4[O:21][C:20]=3[CH2:28][CH2:29][CH2:30][CH3:31])=[O:18])=[CH:11][CH:10]=2)[CH:5]=[CH:6][C:7]=1[OH:8].Br[CH2:34][C:35]([O:37][CH3:38])=[O:36].C(=O)([O-])[O-].[K+].[K+]. (2) The reactants are: [F:1][C:2]1[CH:7]=[CH:6][C:5]([F:8])=[CH:4][C:3]=1[C:9]1[N:13]=[C:12]([C@H:14]([N:19]([CH2:30][C@H:31]2[C@@H:35]([F:36])[CH2:34][N:33](C(OCC3C=CC=CC=3)=O)[CH2:32]2)[C:20]([N:22]2[CH2:27][C@@H:26]([CH3:28])[O:25][C@@H:24]([CH3:29])[CH2:23]2)=[O:21])[C:15]([CH3:18])([CH3:17])[CH3:16])[N:11]([CH2:47][C:48]2[CH:53]=[CH:52][CH:51]=[C:50]([F:54])[CH:49]=2)[N:10]=1. Given the product [F:1][C:2]1[CH:7]=[CH:6][C:5]([F:8])=[CH:4][C:3]=1[C:9]1[N:13]=[C:12]([C@H:14]([N:19]([CH2:30][C@H:31]2[C@@H:35]([F:36])[CH2:34][NH:33][CH2:32]2)[C:20]([N:22]2[CH2:23][C@@H:24]([CH3:29])[O:25][C@@H:26]([CH3:28])[CH2:27]2)=[O:21])[C:15]([CH3:17])([CH3:16])[CH3:18])[N:11]([CH2:47][C:48]2[CH:53]=[CH:52][CH:51]=[C:50]([F:54])[CH:49]=2)[N:10]=1, predict the reactants needed to synthesize it. (3) Given the product [Cl:1][C:2]1[CH:10]=[CH:9][CH:8]=[C:7]2[C:3]=1[C:4]([C:15]([NH:25][CH2:24][CH:18]1[CH2:23][CH2:22][CH2:21][CH2:20][CH2:19]1)=[O:17])=[CH:5][N:6]2[CH:11]1[CH2:12][O:13][CH2:14]1, predict the reactants needed to synthesize it. The reactants are: [Cl:1][C:2]1[CH:10]=[CH:9][CH:8]=[C:7]2[C:3]=1[C:4]([C:15]([OH:17])=O)=[CH:5][N:6]2[CH:11]1[CH2:14][O:13][CH2:12]1.[CH:18]1([CH2:24][NH2:25])[CH2:23][CH2:22][CH2:21][CH2:20][CH2:19]1.C(Cl)CCl.N1(O)C2C=CC=CC=2N=N1.C(N(C(C)C)C(C)C)C. (4) Given the product [CH2:3]([O:10][C:11]([N:13]([CH2:15][C:16]1[N:17]([CH2:25][CH3:26])[C:18]2[C:23]([CH:24]=1)=[CH:22][CH:21]=[CH:20][CH:19]=2)[CH3:14])=[O:12])[C:4]1[CH:5]=[CH:6][CH:7]=[CH:8][CH:9]=1, predict the reactants needed to synthesize it. The reactants are: [H-].[Na+].[CH2:3]([O:10][C:11]([N:13]([CH2:15][C:16]1[NH:17][C:18]2[C:23]([CH:24]=1)=[CH:22][CH:21]=[CH:20][CH:19]=2)[CH3:14])=[O:12])[C:4]1[CH:9]=[CH:8][CH:7]=[CH:6][CH:5]=1.[CH2:25](I)[CH3:26]. (5) Given the product [N:22]1[CH:27]=[CH:26][CH:25]=[CH:24][C:23]=1[NH:28][C:13](=[O:15])[CH:12]([N:8]1[C:9]2[C:5](=[CH:4][C:3]([O:2][CH3:1])=[CH:11][CH:10]=2)[C:6](=[O:21])[C:7]1=[O:20])[CH2:16][CH:17]([CH3:19])[CH3:18], predict the reactants needed to synthesize it. The reactants are: [CH3:1][O:2][C:3]1[CH:4]=[C:5]2[C:9](=[CH:10][CH:11]=1)[N:8]([CH:12]([CH2:16][CH:17]([CH3:19])[CH3:18])[C:13]([OH:15])=O)[C:7](=[O:20])[C:6]2=[O:21].[N:22]1[CH:27]=[CH:26][CH:25]=[CH:24][C:23]=1[NH2:28].C(N(CC)C(C)C)(C)C.F[P-](F)(F)(F)(F)F.N1(O[P+](N(C)C)(N(C)C)N(C)C)C2C=CC=CC=2N=N1.